This data is from Forward reaction prediction with 1.9M reactions from USPTO patents (1976-2016). The task is: Predict the product of the given reaction. (1) Given the reactants Cl[C:2]1[C:7]2[CH:8]=[C:9]([C:18]([O:20][CH3:21])=[O:19])[N:10](C(OC(C)(C)C)=O)[C:6]=2[CH:5]=[CH:4][N:3]=1.[F:22][C:23]1[CH:28]=[C:27]([Sn](CCCC)(CCCC)CCCC)[CH:26]=[CH:25][N:24]=1.[F-].[Cs+], predict the reaction product. The product is: [F:22][C:23]1[CH:28]=[C:27]([C:2]2[C:7]3[CH:8]=[C:9]([C:18]([O:20][CH3:21])=[O:19])[NH:10][C:6]=3[CH:5]=[CH:4][N:3]=2)[CH:26]=[CH:25][N:24]=1. (2) Given the reactants [CH3:1][N:2]1[CH2:7][CH2:6][N:5]2[CH:8]=[C:9]([CH:11]=[O:12])[N:10]=[C:4]2[CH2:3]1.[Mg+2].[Br-].[Br-].[N+:16]([C:19]1[CH:37]=[CH:36][C:22]([CH2:23][O:24][C:25]([C:27]2[N:28]3[C@H:31]([S:32][CH:33]=2)[C@@H:30]([Br:34])[C:29]3=[O:35])=[O:26])=[CH:21][CH:20]=1)([O-:18])=[O:17].[C:38](OC(=O)C)(=[O:40])[CH3:39], predict the reaction product. The product is: [N+:16]([C:19]1[CH:37]=[CH:36][C:22]([CH2:23][O:24][C:25]([C:27]2[N:28]3[C@H:31]([S:32][CH:33]=2)[C:30]([CH:11]([O:12][C:38](=[O:40])[CH3:39])[C:9]2[N:10]=[C:4]4[CH2:3][N:2]([CH3:1])[CH2:7][CH2:6][N:5]4[CH:8]=2)([Br:34])[C:29]3=[O:35])=[O:26])=[CH:21][CH:20]=1)([O-:18])=[O:17]. (3) Given the reactants [NH2:1][C:2]1[C:7]([N+:8]([O-])=O)=[C:6]([N:11]2[CH2:16][CH2:15][N:14]([CH2:17][C:18]([NH:20][C:21]3[S:22][CH:23]=[CH:24][N:25]=3)=[O:19])[CH2:13][CH2:12]2)[C:5]([Cl:26])=[CH:4][N:3]=1.CCO.[OH:30][CH:31]1[CH2:36][CH2:35][N:34]([C:37]2[CH:44]=[CH:43][C:40]([CH:41]=O)=[CH:39][CH:38]=2)[CH2:33][CH2:32]1.[O-]S(S([O-])=O)=O.[Na+].[Na+], predict the reaction product. The product is: [Cl:26][C:5]1[C:6]([N:11]2[CH2:16][CH2:15][N:14]([CH2:17][C:18]([NH:20][C:21]3[S:22][CH:23]=[CH:24][N:25]=3)=[O:19])[CH2:13][CH2:12]2)=[C:7]2[N:8]=[C:41]([C:40]3[CH:39]=[CH:38][C:37]([N:34]4[CH2:35][CH2:36][CH:31]([OH:30])[CH2:32][CH2:33]4)=[CH:44][CH:43]=3)[NH:1][C:2]2=[N:3][CH:4]=1. (4) Given the reactants [Cl:1][C:2]1[CH:9]=[C:8]([O:10][CH2:11][CH2:12][CH3:13])[CH:7]=[C:6]([F:14])[C:3]=1[CH2:4][OH:5].[C:15]([O:19][C:20]([N:22]1[CH2:27][CH2:26][N:25]([C:28](Cl)=[O:29])[C@H:24]([CH2:31][CH3:32])[CH2:23]1)=[O:21])([CH3:18])([CH3:17])[CH3:16], predict the reaction product. The product is: [Cl:1][C:2]1[CH:9]=[C:8]([O:10][CH2:11][CH2:12][CH3:13])[CH:7]=[C:6]([F:14])[C:3]=1[CH2:4][O:5][C:28]([N:25]1[CH2:26][CH2:27][N:22]([C:20]([O:19][C:15]([CH3:17])([CH3:16])[CH3:18])=[O:21])[CH2:23][C@H:24]1[CH2:31][CH3:32])=[O:29]. (5) Given the reactants [Cl:1][C:2]1[O:6][C:5]([CH2:7][C:8]2[CH:13]=[CH:12][C:11]([CH2:14][C:15](Cl)=[N:16][OH:17])=[CH:10][CH:9]=2)=[CH:4][CH:3]=1.O1CCCC1.[C:24]([C:26]1[C:27]([NH2:35])=[N:28][C:29]([CH2:32][O:33][CH3:34])=[CH:30][CH:31]=1)#[CH:25].C(N(CC)CC)C, predict the reaction product. The product is: [Cl:1][C:2]1[O:6][C:5]([CH2:7][C:8]2[CH:13]=[CH:12][C:11]([CH2:14][C:15]3[CH:25]=[C:24]([C:26]4[C:27]([NH2:35])=[N:28][C:29]([CH2:32][O:33][CH3:34])=[CH:30][CH:31]=4)[O:17][N:16]=3)=[CH:10][CH:9]=2)=[CH:4][CH:3]=1.